From a dataset of Full USPTO retrosynthesis dataset with 1.9M reactions from patents (1976-2016). Predict the reactants needed to synthesize the given product. (1) Given the product [Br:1][C:2]1[CH:3]=[CH:4][C:5]([C:6]([N:47]2[CH2:48][CH2:49][C:44]([OH:50])([CH3:43])[CH2:45][CH2:46]2)=[O:8])=[CH:9][CH:10]=1, predict the reactants needed to synthesize it. The reactants are: [Br:1][C:2]1[CH:10]=[CH:9][C:5]([C:6]([OH:8])=O)=[CH:4][CH:3]=1.CN(C(ON1N=NC2C=CC=NC1=2)=[N+](C)C)C.F[P-](F)(F)(F)(F)F.CN1CCOCC1.Cl.[CH3:43][C:44]1([OH:50])[CH2:49][CH2:48][NH:47][CH2:46][CH2:45]1. (2) Given the product [Br:11][C:12]1[CH:13]=[C:14]([NH:15][C:2]2[N:7]=[C:6]([CH:8]([OH:10])[CH3:9])[CH:5]=[CH:4][N:3]=2)[CH:16]=[C:17]([CH3:19])[CH:18]=1, predict the reactants needed to synthesize it. The reactants are: Cl[C:2]1[N:7]=[C:6]([CH:8]([OH:10])[CH3:9])[CH:5]=[CH:4][N:3]=1.[Br:11][C:12]1[CH:13]=[C:14]([CH:16]=[C:17]([CH3:19])[CH:18]=1)[NH2:15].C(O)(=O)C. (3) Given the product [Br:15][C:12]1[N:10]2[CH:11]=[C:6]([C:4]3[CH:5]=[N:1][NH:2][CH:3]=3)[CH:7]=[CH:8][C:9]2=[N:14][CH:13]=1, predict the reactants needed to synthesize it. The reactants are: [NH:1]1[CH:5]=[C:4]([C:6]2[CH:7]=[CH:8][C:9]3[N:10]([CH:12]=[CH:13][N:14]=3)[CH:11]=2)[CH:3]=[N:2]1.[Br:15]Br.O. (4) Given the product [CH:1]([CH:4]1[CH2:5][CH2:6][CH:7]([O:10][C:11]2[CH:12]=[C:13]3[C:18](=[CH:19][CH:20]=2)[CH:17]=[C:16]([CH2:21][N:22]2[CH2:23][CH2:24][CH:25]([C:28]([OH:30])=[O:29])[CH2:26][CH2:27]2)[CH:15]=[CH:14]3)[CH2:8][CH2:9]1)([CH3:3])[CH3:2], predict the reactants needed to synthesize it. The reactants are: [CH:1]([CH:4]1[CH2:9][CH2:8][CH:7]([O:10][C:11]2[CH:12]=[C:13]3[C:18](=[CH:19][CH:20]=2)[CH:17]=[C:16]([CH2:21][N:22]2[CH2:27][CH2:26][CH:25]([C:28]([O:30]CC)=[O:29])[CH2:24][CH2:23]2)[CH:15]=[CH:14]3)[CH2:6][CH2:5]1)([CH3:3])[CH3:2].[OH-].[Na+]. (5) Given the product [NH2:1][C:4]1[CH:5]=[C:6]([C:10]2[CH:11]=[CH:12][C:13]([NH:16][C:23](=[O:24])[C:25]([F:28])([F:27])[F:26])=[N:14][CH:15]=2)[CH:7]=[CH:8][CH:9]=1, predict the reactants needed to synthesize it. The reactants are: [N+:1]([C:4]1[CH:5]=[C:6]([C:10]2[CH:11]=[CH:12][C:13]([NH2:16])=[N:14][CH:15]=2)[CH:7]=[CH:8][CH:9]=1)([O-])=O.N1C=CC=CC=1.[C:23](O[C:23]([C:25]([F:28])([F:27])[F:26])=[O:24])([C:25]([F:28])([F:27])[F:26])=[O:24].Cl. (6) Given the product [Cl:1][C@:2]1([CH3:17])[C@H:8]([OH:9])[C@@H:10]([CH2:14][OH:13])[O:11][C:3]1=[O:5], predict the reactants needed to synthesize it. The reactants are: [Cl:1][C:2]([CH3:17])([C@@H:8]([C@H:10]1[CH2:14][O:13]C(C)(C)[O:11]1)[OH:9])[C:3]([O:5]CC)=O.CCOC(C)=O. (7) Given the product [NH2:34][C:30]1[C:17]2[C:18]([C:20]3[CH:21]=[N:22][C:23]4[C:28]([CH:29]=3)=[CH:27][CH:26]=[CH:25][CH:24]=4)=[C:19]3[N:15]([C:16]=2[N:33]=[CH:32][N:31]=1)[CH2:14][C@@H:13]([NH:35][C:36](=[O:39])[CH:37]=[CH2:38])[C:12]3=[CH2:11], predict the reactants needed to synthesize it. The reactants are: C(N(C(C)C)CC)(C)C.Cl.[CH2:11]=[C:12]1[C:19]2[N:15]([C:16]3[N:33]=[CH:32][N:31]=[C:30]([NH2:34])[C:17]=3[C:18]=2[C:20]2[CH:21]=[N:22][C:23]3[C:28]([CH:29]=2)=[CH:27][CH:26]=[CH:25][CH:24]=3)[CH2:14][C@H:13]1[NH2:35].[C:36](Cl)(=[O:39])[CH:37]=[CH2:38]. (8) The reactants are: [F:1][C:2]1[CH:3]=[C:4]([CH:31]=[C:32]([F:34])[CH:33]=1)[CH2:5][C@H:6]([NH:22][C:23](=[O:30])[CH2:24][CH2:25][CH2:26][C:27]([OH:29])=[O:28])[C@H:7]([OH:21])[CH2:8][NH:9][C:10]1([C:13]2[CH:18]=[CH:17][CH:16]=[C:15]([CH2:19][CH3:20])[CH:14]=2)[CH2:12][CH2:11]1.[CH2:35](Cl)[CH2:36]Cl.[CH:39]1[CH:40]=C[C:42]2[N:47](O)N=[N:45][C:43]=2[CH:44]=1. Given the product [N:47]12[CH2:36][CH2:35][CH:44]([CH2:39][CH2:40]1)[C@H:43]([NH:45][C:27](=[O:29])[CH2:26][CH2:25][CH2:24][C:23]([NH:22][C@@H:6]([CH2:5][C:4]1[CH:31]=[C:32]([F:34])[CH:33]=[C:2]([F:1])[CH:3]=1)[C@H:7]([OH:21])[CH2:8][NH:9][C:10]1([C:13]3[CH:18]=[CH:17][CH:16]=[C:15]([CH2:19][CH3:20])[CH:14]=3)[CH2:11][CH2:12]1)=[O:30])[CH2:42]2.[CH:27]([OH:29])=[O:28], predict the reactants needed to synthesize it. (9) Given the product [C:6]([Br:29])(=[O:5])[CH:7]=[CH:8][CH:9]=[CH:10][CH:11]=[CH:12][CH:13]=[CH:14][CH:15]=[CH:16][CH:17]=[CH:18][CH2:19][CH2:20][CH2:21][CH2:22][CH2:23][CH2:24][CH2:25][CH2:26][CH3:27], predict the reactants needed to synthesize it. The reactants are: CS([O:5][C:6](=O)[CH:7]=[CH:8][CH:9]=[CH:10][CH:11]=[CH:12][CH:13]=[CH:14][CH:15]=[CH:16][CH:17]=[CH:18][CH2:19][CH2:20][CH2:21][CH2:22][CH2:23][CH2:24][CH2:25][CH2:26][CH3:27])(=O)=O.[Br-:29].[Mg+2].[Br-].